This data is from Catalyst prediction with 721,799 reactions and 888 catalyst types from USPTO. The task is: Predict which catalyst facilitates the given reaction. (1) Product: [CH3:1][O:2][C:3]([C:5]1[CH:10]=[C:9]([NH:73][C@H:69]([CH2:71][CH3:72])[CH3:70])[N:8]=[C:7]([C:12]([O:14][CH2:15][CH3:16])=[O:13])[CH:6]=1)=[O:4]. The catalyst class is: 164. Reactant: [CH3:1][O:2][C:3]([C:5]1[CH:10]=[C:9](Cl)[N:8]=[C:7]([C:12]([O:14][CH2:15][CH3:16])=[O:13])[CH:6]=1)=[O:4].C1(P(C2C=CC=CC=2)C2C=CC3C(=CC=CC=3)C=2C2C3C(=CC=CC=3)C=CC=2P(C2C=CC=CC=2)C2C=CC=CC=2)C=CC=CC=1.C(=O)([O-])[O-].[Cs+].[Cs+].[C@@H:69]([NH2:73])([CH2:71][CH3:72])[CH3:70]. (2) Reactant: F[C:2](F)(F)[C:3]([OH:5])=O.Cl[C:9]1[O:10][C:11]2[CH:17]=[CH:16][CH:15]=[CH:14][C:12]=2[N:13]=1.CN1CC[CH2:21][C:20]1=O.FC1C=CC=C(F)C=1C([NH:30][C:31]1[CH:36]=[CH:35][CH:34]=[C:33]([C:37]2[N:38]=[C:39]3[N:43]([C:44]=2[C:45]2[CH:50]=[CH:49][N:48]=[C:47]([NH:51][C:52]4[CH:57]=[CH:56][C:55]([N:58]5CCN(CCCOC)[CH2:60][CH2:59]5)=[CH:54][CH:53]=4)[N:46]=2)[CH:42]=[CH:41][S:40]3)[CH:32]=1)=O. Product: [N:58]1([C:55]2[CH:54]=[CH:53][C:52]([NH:51][C:47]3[N:46]=[C:45]([C:44]4[N:43]5[C:39]([S:40][CH:41]=[CH:42]5)=[N:38][C:37]=4[C:33]4[CH:34]=[CH:35][CH:36]=[C:31]([NH:30][C:9]5[O:10][C:11]([C:17]6[CH:16]=[CH:15][CH:14]=[CH:21][CH:20]=6)=[CH:12][N:13]=5)[CH:32]=4)[CH:50]=[CH:49][N:48]=3)=[CH:57][CH:56]=2)[CH2:2][CH2:3][O:5][CH2:60][CH2:59]1. The catalyst class is: 41.